Predict the reaction yield, written as a fraction of the theoretical maximum amount of product (1.0 means a 100% yield; for example, 0.34 means a 34% yield). From a dataset of Reaction yield outcomes from USPTO patents with 853,638 reactions. (1) The reactants are [CH2:1]([O:3][C:4](=[O:15])[CH2:5][CH2:6][C:7]1[CH:12]=[CH:11][CH:10]=[C:9]([NH:13][NH2:14])[CH:8]=1)[CH3:2].[CH3:16][C:17]([CH3:24])([CH3:23])[C:18](=O)[CH2:19][C:20]#[N:21]. The catalyst is CCO. The product is [C:17]([C:18]1[CH:19]=[C:20]([NH2:21])[N:13]([C:9]2[CH:8]=[C:7]([CH2:6][CH2:5][C:4]([O:3][CH2:1][CH3:2])=[O:15])[CH:12]=[CH:11][CH:10]=2)[N:14]=1)([CH3:24])([CH3:23])[CH3:16]. The yield is 0.850. (2) The reactants are C(N(CC)CC)C.[CH2:8]([O:10][C:11]([C:13]1[C:18](O)=[CH:17][C:16](=[O:20])[N:15]([CH3:21])[CH:14]=1)=[O:12])[CH3:9].O=P(Cl)(Cl)[Cl:24]. No catalyst specified. The product is [CH2:8]([O:10][C:11]([C:13]1[C:18]([Cl:24])=[CH:17][C:16](=[O:20])[N:15]([CH3:21])[CH:14]=1)=[O:12])[CH3:9]. The yield is 0.670. (3) The reactants are [Cl:1][C:2]1[CH:7]=[C:6]([O:8][C:9]2[C:18]3[C:13](=[CH:14][C:15]([OH:21])=[C:16]([O:19][CH3:20])[CH:17]=3)[N:12]=[CH:11][N:10]=2)[CH:5]=[CH:4][C:3]=1[NH:22][C:23]([NH:25][CH2:26][CH2:27][CH3:28])=[O:24].C(=O)([O-])[O-].[K+].[K+].[Br:35][CH2:36][CH2:37][CH2:38]Br. The catalyst is CN(C)C=O. The product is [Br:35][CH2:36][CH2:37][CH2:38][O:21][C:15]1[CH:14]=[C:13]2[C:18]([C:9]([O:8][C:6]3[CH:5]=[CH:4][C:3]([NH:22][C:23]([NH:25][CH2:26][CH2:27][CH3:28])=[O:24])=[C:2]([Cl:1])[CH:7]=3)=[N:10][CH:11]=[N:12]2)=[CH:17][C:16]=1[O:19][CH3:20]. The yield is 0.780. (4) The reactants are Cl.[F:2][C:3]1[CH:26]=[CH:25][C:6]([C:7]([NH:9][C:10]2[C:11]3[CH2:22][NH:21][C:20]([CH3:24])([CH3:23])[C:12]=3[N:13](C(OCC)=O)[N:14]=2)=[O:8])=[CH:5][CH:4]=1.C(N(CC)C(C)C)(C)C.CN(C(ON1N=NC2C=CC=CC1=2)=[N+](C)C)C.[B-](F)(F)(F)F.Cl.[CH3:59][N:60]1[CH2:65][CH2:64][CH:63]([C:66](O)=[O:67])[CH2:62][CH2:61]1.C(Cl)Cl.CO.[NH4+].[OH-]. The catalyst is ClCCl.CCOC(C)=O.CCCCCC. The product is [CH3:23][C:20]1([CH3:24])[C:12]2=[N:13][NH:14][C:10]([NH:9][C:7](=[O:8])[C:6]3[CH:5]=[CH:4][C:3]([F:2])=[CH:26][CH:25]=3)=[C:11]2[CH2:22][N:21]1[C:66]([CH:63]1[CH2:64][CH2:65][N:60]([CH3:59])[CH2:61][CH2:62]1)=[O:67]. The yield is 0.690. (5) The reactants are [F:1][C:2]([F:34])([F:33])[C:3]1[CH:4]=[C:5]([CH:26]=[C:27]([C:29]([F:32])([F:31])[F:30])[CH:28]=1)[CH2:6][N:7]([CH3:25])[C:8](=[O:24])[C:9]1[C:14]([C:15]2[CH:20]=[CH:19][CH:18]=[CH:17][C:16]=2[CH3:21])=[CH:13][C:12]([CH2:22]O)=[N:11][CH:10]=1.ClCCl.[H-].[Na+].[CH3:40][C:41]1[NH:42][CH:43]=[CH:44][N:45]=1. The catalyst is CN(C)C=O. The product is [F:1][C:2]([F:33])([F:34])[C:3]1[CH:4]=[C:5]([CH:26]=[C:27]([C:29]([F:31])([F:30])[F:32])[CH:28]=1)[CH2:6][N:7]([CH3:25])[C:8](=[O:24])[C:9]1[C:14]([C:15]2[CH:20]=[CH:19][CH:18]=[CH:17][C:16]=2[CH3:21])=[CH:13][C:12]([CH2:22][N:42]2[CH:43]=[CH:44][N:45]=[C:41]2[CH3:40])=[N:11][CH:10]=1. The yield is 0.460. (6) The reactants are [CH3:1][O:2][CH2:3][C:4](Cl)=[O:5].[Cl:7][C:8]1[C:13]([C:14]([F:17])([F:16])[F:15])=[CH:12][N:11]=[C:10]2[NH:18][CH:19]=[C:20]([NH2:21])[C:9]=12.[Li+].[OH-]. The catalyst is N1C=CC=CC=1.C1COCC1. The product is [Cl:7][C:8]1[C:13]([C:14]([F:17])([F:15])[F:16])=[CH:12][N:11]=[C:10]2[NH:18][CH:19]=[C:20]([NH:21][C:4](=[O:5])[CH2:3][O:2][CH3:1])[C:9]=12. The yield is 0.980. (7) The reactants are Cl[C:2]1[N:10]=[C:9]2[C:5]([N:6]=[C:7]([CH2:12][N:13]3[CH2:16][CH:15]([N:17]4[CH2:22][CH2:21][S:20](=[O:24])(=[O:23])[CH2:19][CH2:18]4)[CH2:14]3)[N:8]2[CH3:11])=[C:4]([N:25]2[CH2:30][CH2:29][O:28][CH2:27][CH2:26]2)[N:3]=1.[CH:31]([C:34]1[NH:38][C:37]2[CH:39]=[CH:40][CH:41]=[CH:42][C:36]=2[N:35]=1)([CH3:33])[CH3:32].CC(C1C=C(C(C)C)C(C2C=CC=CC=2P(C2CCCCC2)C2CCCCC2)=C(C(C)C)C=1)C.C([O-])([O-])=O.[Cs+].[Cs+]. The catalyst is O1CCOCC1.C1C=CC(/C=C/C(/C=C/C2C=CC=CC=2)=O)=CC=1.C1C=CC(/C=C/C(/C=C/C2C=CC=CC=2)=O)=CC=1.C1C=CC(/C=C/C(/C=C/C2C=CC=CC=2)=O)=CC=1.[Pd].[Pd]. The product is [CH:31]([C:34]1[N:35]([C:2]2[N:10]=[C:9]3[C:5]([N:6]=[C:7]([CH2:12][N:13]4[CH2:14][CH:15]([N:17]5[CH2:18][CH2:19][S:20](=[O:23])(=[O:24])[CH2:21][CH2:22]5)[CH2:16]4)[N:8]3[CH3:11])=[C:4]([N:25]3[CH2:26][CH2:27][O:28][CH2:29][CH2:30]3)[N:3]=2)[C:36]2[CH:42]=[CH:41][CH:40]=[CH:39][C:37]=2[N:38]=1)([CH3:33])[CH3:32]. The yield is 0.490.